The task is: Predict the reaction yield, written as a fraction of the theoretical maximum amount of product (1.0 means a 100% yield; for example, 0.34 means a 34% yield).. This data is from Reaction yield outcomes from USPTO patents with 853,638 reactions. (1) The reactants are [Cl:1][C:2]1[CH:3]=[C:4]2[C:9](=[CH:10][C:11]=1[O:12]C)[NH:8][C:7](=[O:14])[C:6]([CH:15]=[O:16])=[CH:5]2.O. The catalyst is Br. The product is [Cl:1][C:2]1[CH:3]=[C:4]2[C:9](=[CH:10][C:11]=1[OH:12])[NH:8][C:7](=[O:14])[C:6]([CH:15]=[O:16])=[CH:5]2. The yield is 0.742. (2) The reactants are [O-]Cl.[Na+].[CH3:4][C:5]1[C:13]([CH2:14][N:15]2[CH:19]=[CH:18][N:17]=[C:16]2[CH3:20])=[C:12]([CH3:21])[CH:11]=[C:10]([CH3:22])[C:6]=1[CH:7]=[N:8][OH:9]. The catalyst is C(Cl)Cl. The product is [CH3:4][C:5]1[C:13]([CH2:14][N:15]2[CH:19]=[CH:18][N:17]=[C:16]2[CH3:20])=[C:12]([CH3:21])[CH:11]=[C:10]([CH3:22])[C:6]=1[C:7]#[N+:8][O-:9]. The yield is 0.610. (3) The product is [N:8]1([C:6]2[N:5]=[CH:4][N:3]=[C:2]([NH2:13])[CH:7]=2)[CH:12]=[N:11][CH:10]=[N:9]1. The reactants are Cl[C:2]1[CH:7]=[C:6]([N:8]2[CH:12]=[N:11][CH:10]=[N:9]2)[N:5]=[CH:4][N:3]=1.[NH3:13]. The yield is 0.960. The catalyst is C(O)(C)C.